From a dataset of Peptide-MHC class I binding affinity with 185,985 pairs from IEDB/IMGT. Regression. Given a peptide amino acid sequence and an MHC pseudo amino acid sequence, predict their binding affinity value. This is MHC class I binding data. (1) The peptide sequence is WASRELERF. The MHC is HLA-A03:01 with pseudo-sequence HLA-A03:01. The binding affinity (normalized) is 0. (2) The peptide sequence is YTPLNYSKF. The MHC is HLA-A69:01 with pseudo-sequence HLA-A69:01. The binding affinity (normalized) is 0.0847.